This data is from Full USPTO retrosynthesis dataset with 1.9M reactions from patents (1976-2016). The task is: Predict the reactants needed to synthesize the given product. (1) Given the product [C:1]([O:5][C:6]([N:8]1[C:16]2[C:11](=[CH:12][C:13]([CH2:17][OH:18])=[CH:14][CH:15]=2)[CH2:10][CH2:9]1)=[O:7])([CH3:4])([CH3:2])[CH3:3], predict the reactants needed to synthesize it. The reactants are: [C:1]([O:5][C:6]([N:8]1[C:16]2[C:11](=[CH:12][C:13]([C:17](OC)=[O:18])=[CH:14][CH:15]=2)[CH2:10][CH2:9]1)=[O:7])([CH3:4])([CH3:3])[CH3:2].[Cl-].[NH4+].C(OCC)C.S([O-])([O-])(=O)=O.[Mg+2]. (2) The reactants are: [Cl:1][C:2]1[CH:7]=[CH:6][N:5]([C:8]([O:10][C:11]2[CH:16]=CC=C[CH:12]=2)=[O:9])[CH:4]([CH:17]2[CH2:21][CH2:20][CH2:19][CH2:18]2)[CH:3]=1.[CH3:22]C(C)([O-])C.[K+].CCOC(C)=O. Given the product [C:11]([O:10][C:8]([N:5]1[CH:6]=[CH:7][C:2]([Cl:1])=[CH:3][CH:4]1[CH:17]1[CH2:18][CH2:19][CH2:20][CH2:21]1)=[O:9])([CH3:12])([CH3:16])[CH3:22], predict the reactants needed to synthesize it. (3) Given the product [F:35][C:36]([F:41])([F:40])[C:37]([OH:39])=[O:38].[Br:29][C:26]1[CH:25]=[N:24][C:23]([C:11]2([C:21]#[N:22])[CH:10]([CH2:30][C:31]([CH3:34])([CH3:32])[CH3:33])[NH:9][CH:8]([C:6]([OH:7])=[O:5])[CH:12]2[C:13]2[CH:18]=[CH:17][CH:16]=[C:15]([Cl:19])[C:14]=2[F:20])=[N:28][CH:27]=1, predict the reactants needed to synthesize it. The reactants are: C([O:5][C:6]([CH:8]1[CH:12]([C:13]2[CH:18]=[CH:17][CH:16]=[C:15]([Cl:19])[C:14]=2[F:20])[C:11]([C:23]2[N:28]=[CH:27][C:26]([Br:29])=[CH:25][N:24]=2)([C:21]#[N:22])[CH:10]([CH2:30][C:31]([CH3:34])([CH3:33])[CH3:32])[NH:9]1)=[O:7])(C)(C)C.[F:35][C:36]([F:41])([F:40])[C:37]([OH:39])=[O:38]. (4) Given the product [CH3:16][O:15][C:12]1[N:11]=[CH:10][C:9]([C:2]2[CH2:7][CH2:6][C:5](=[O:8])[CH2:4][CH:3]=2)=[CH:14][CH:13]=1, predict the reactants needed to synthesize it. The reactants are: O[C:2]1([C:9]2[CH:10]=[N:11][C:12]([O:15][CH3:16])=[CH:13][CH:14]=2)[CH2:7][CH2:6][C:5](=[O:8])[CH2:4][CH2:3]1.CC[N+](S(N=C(OC)[O-])(=O)=O)(CC)CC. (5) Given the product [CH3:3][N:2]([CH3:1])[CH2:4]/[CH:5]=[CH:6]/[C:7]([NH:9][C:10]1[CH:11]=[C:12]2[C:13]([N:22]=[CH:23][N:24]=[C:25]2[NH:26][C:27]2[CH:28]=[CH:29][C:30]([F:34])=[C:31]([Cl:33])[CH:32]=2)=[CH:14][C:15]=1[O:16][C@H:17]1[CH2:18][CH2:19][O:20][CH2:21]1)=[O:8].[CH:36](/[C:35]([OH:42])=[O:41])=[CH:37]/[C:38]([OH:40])=[O:39].[CH:36](/[C:35]([OH:42])=[O:41])=[CH:37]/[C:38]([OH:40])=[O:39], predict the reactants needed to synthesize it. The reactants are: [CH3:1][N:2]([CH2:4]/[CH:5]=[CH:6]/[C:7]([NH:9][C:10]1[CH:11]=[C:12]2[C:25]([NH:26][C:27]3[CH:28]=[CH:29][C:30]([F:34])=[C:31]([Cl:33])[CH:32]=3)=[N:24][CH:23]=[N:22][C:13]2=[CH:14][C:15]=1[O:16][C@@H:17]1[CH2:21][O:20][CH2:19][CH2:18]1)=[O:8])[CH3:3].[C:35]([OH:42])(=[O:41])/[CH:36]=[CH:37]\[C:38]([OH:40])=[O:39].O1CCCC1.